Dataset: Full USPTO retrosynthesis dataset with 1.9M reactions from patents (1976-2016). Task: Predict the reactants needed to synthesize the given product. (1) Given the product [N+:1]([C:4]1[CH:11]=[CH:10][C:7]([CH2:8][N:18]2[C:19]3[C:24](=[CH:23][CH:22]=[CH:21][CH:20]=3)[CH:25]=[C:17]2[C:15]([O:14][CH2:12][CH3:13])=[O:16])=[CH:6][CH:5]=1)([O-:3])=[O:2], predict the reactants needed to synthesize it. The reactants are: [N+:1]([C:4]1[CH:11]=[CH:10][C:7]([CH2:8]Br)=[CH:6][CH:5]=1)([O-:3])=[O:2].[CH2:12]([O:14][C:15]([C:17]1[NH:18][C:19]2[C:24]([CH:25]=1)=[CH:23][CH:22]=[CH:21][CH:20]=2)=[O:16])[CH3:13].C(=O)([O-])[O-].[K+].[K+]. (2) Given the product [NH2:25][CH2:17][C:15]1[C:14]([C:19]([F:22])([F:21])[F:20])=[N:13][N:12]([CH2:11][C:7]2[NH:8][C:9](=[O:10])[C:4]3[CH:3]=[C:2]([CH3:1])[S:23][C:5]=3[N:6]=2)[CH:16]=1, predict the reactants needed to synthesize it. The reactants are: [CH3:1][C:2]1[S:23][C:5]2[N:6]=[C:7]([CH2:11][N:12]3[CH:16]=[C:15]([CH:17]=O)[C:14]([C:19]([F:22])([F:21])[F:20])=[N:13]3)[NH:8][C:9](=[O:10])[C:4]=2[CH:3]=1.Cl.[NH2:25]O. (3) Given the product [NH2:14][C:11]1[CH:12]=[CH:13][C:8]([N:6]2[CH:7]=[C:3]([CH2:2][NH:1][C:29]([C:27]3[S:28][C:24]([Cl:23])=[CH:25][CH:26]=3)=[O:30])[N:4]=[C:5]2[N:16]2[CH2:17][CH2:18][N:19]([CH3:22])[CH2:20][CH2:21]2)=[CH:9][C:10]=1[CH3:15], predict the reactants needed to synthesize it. The reactants are: [NH2:1][CH2:2][C:3]1[N:4]=[C:5]([N:16]2[CH2:21][CH2:20][N:19]([CH3:22])[CH2:18][CH2:17]2)[N:6]([C:8]2[CH:13]=[CH:12][C:11]([NH2:14])=[C:10]([CH3:15])[CH:9]=2)[CH:7]=1.[Cl:23][C:24]1[S:28][C:27]([C:29](O)=[O:30])=[CH:26][CH:25]=1.CN(C(ON1N=NC2C=CC=CC1=2)=[N+](C)C)C.[B-](F)(F)(F)F.CN1CCOCC1.